This data is from Full USPTO retrosynthesis dataset with 1.9M reactions from patents (1976-2016). The task is: Predict the reactants needed to synthesize the given product. (1) Given the product [Br:24][C:13]1[NH:14][C:15]2[C:11]([N:12]=1)=[C:10]([N:17]1[CH2:22][CH2:21][O:20][CH2:19][C@H:18]1[CH3:23])[N:9]=[C:8]([N:3]1[CH2:4][CH2:5][O:6][CH2:7][C@@H:2]1[CH3:1])[N:16]=2, predict the reactants needed to synthesize it. The reactants are: [CH3:1][C@H:2]1[CH2:7][O:6][CH2:5][CH2:4][N:3]1[C:8]1[N:16]=[C:15]2[C:11]([N:12]=[CH:13][NH:14]2)=[C:10]([N:17]2[CH2:22][CH2:21][O:20][CH2:19][C@H:18]2[CH3:23])[N:9]=1.[Br:24]Br.[O-]S([O-])(=S)=O.[Na+].[Na+]. (2) Given the product [CH2:1]([N:8]1[CH2:19][CH:18]2[CH2:20][CH:10]([CH2:11][C:12](=[O:13])[CH2:17]2)[CH2:9]1)[C:2]1[CH:3]=[CH:4][CH:5]=[CH:6][CH:7]=1, predict the reactants needed to synthesize it. The reactants are: [CH2:1]([N:8]1[CH2:19][CH:18]2[CH2:20][CH:10]([CH2:11][C:12]3([CH2:17]2)OCC[O:13]3)[CH2:9]1)[C:2]1[CH:7]=[CH:6][CH:5]=[CH:4][CH:3]=1.Cl.C([O-])([O-])=O.[K+].[K+]. (3) Given the product [Br:8][C:6]1[CH:7]=[C:2]([N:20]2[CH2:19][CH2:18][CH:17]([NH:16][C:9](=[O:10])[O:11][C:12]([CH3:14])([CH3:13])[CH3:15])[CH2:22][CH2:21]2)[CH:3]=[N:4][CH:5]=1, predict the reactants needed to synthesize it. The reactants are: Br[C:2]1[CH:3]=[N:4][CH:5]=[C:6]([Br:8])[CH:7]=1.[C:9]([NH:16][CH:17]1[CH2:22][CH2:21][NH:20][CH2:19][CH2:18]1)([O:11][C:12]([CH3:15])([CH3:14])[CH3:13])=[O:10].C1(P(C2C=CC=CC=2)C2C=CC3C(=CC=CC=3)C=2C2C3C(=CC=CC=3)C=CC=2P(C2C=CC=CC=2)C2C=CC=CC=2)C=CC=CC=1.CC(C)([O-])C.[Na+]. (4) Given the product [CH2:1]([S:2][CH2:3][CH2:4][CH2:5][CH2:6][CH2:7][CH2:8][CH2:9][CH2:10][OH:11])[CH2:12][CH3:13].[CH2:12]([S:14][CH2:15][CH2:16][CH2:17][CH2:18][CH2:19][CH2:20][CH2:21][CH2:22][OH:23])[CH2:13][CH2:3][CH3:4].[CH2:1]([S:2][CH2:3][CH2:4][CH2:5][CH2:6][CH2:7][CH2:8][CH2:9][CH2:10][OH:11])[CH2:15][CH2:16][CH2:17][CH3:18], predict the reactants needed to synthesize it. The reactants are: [CH3:1][S:2][CH2:3][CH2:4][CH2:5][CH2:6][CH2:7][CH2:8][CH2:9][CH2:10][OH:11].[CH2:12]([S:14][CH2:15][CH2:16][CH2:17][CH2:18][CH2:19][CH2:20][CH2:21][CH2:22][OH:23])[CH3:13].